Dataset: Reaction yield outcomes from USPTO patents with 853,638 reactions. Task: Predict the reaction yield, written as a fraction of the theoretical maximum amount of product (1.0 means a 100% yield; for example, 0.34 means a 34% yield). (1) The product is [N:12]([C:3]1[C:4]2[C:9](=[CH:8][CH:7]=[CH:6][CH:5]=2)[NH:1][CH:2]=1)=[C:11]=[S:10]. The catalyst is CO. The yield is 0.730. The reactants are [NH:1]1[C:9]2[C:4](=[CH:5][CH:6]=[CH:7][CH:8]=2)[CH:3]=[CH:2]1.[S-:10][C:11]#[N:12].[NH4+].OOS([O-])=O.[K+]. (2) The reactants are [NH2:1][C:2]1[CH:3]=[CH:4][C:5]([C:18]([CH3:21])([CH3:20])[CH3:19])=[C:6]([NH:8][C:9](=[O:17])[CH2:10][N:11]2[CH2:16][CH2:15][O:14][CH2:13][CH2:12]2)[CH:7]=1.[C:22]1([C:31]2[CH:36]=[CH:35][CH:34]=[CH:33][CH:32]=2)[CH:27]=[CH:26][C:25]([C:28](O)=[O:29])=[CH:24][CH:23]=1.C(N(C(C)C)CC)(C)C. The catalyst is CN(C=O)C. The product is [C:18]([C:5]1[CH:4]=[CH:3][C:2]([NH:1][C:28]([C:25]2[CH:26]=[CH:27][C:22]([C:31]3[CH:32]=[CH:33][CH:34]=[CH:35][CH:36]=3)=[CH:23][CH:24]=2)=[O:29])=[CH:7][C:6]=1[NH:8][C:9](=[O:17])[CH2:10][N:11]1[CH2:12][CH2:13][O:14][CH2:15][CH2:16]1)([CH3:21])([CH3:20])[CH3:19]. The yield is 0.190.